This data is from Catalyst prediction with 721,799 reactions and 888 catalyst types from USPTO. The task is: Predict which catalyst facilitates the given reaction. (1) Reactant: NN1[CH2:7][CH2:6]CCC1.[Cl:8]CCl.Cl[C:12]1[CH:17]=[C:16](Cl)C=C[C:13]=1[C:19]1[NH:23][N:22]=C([C:24]([OH:26])=[O:25])C=1C. Product: [CH2:6]([O:26][C:24]([Cl:8])=[O:25])[CH3:7].[NH2:22][N:23]1[CH2:16][CH2:17][CH2:12][CH2:13][CH2:19]1. The catalyst class is: 66. (2) Reactant: CS(Cl)(=O)=O.[Cl:6][C:7]1[CH:8]=[C:9]([CH:27]=[CH:28][C:29]=1[O:30][CH2:31][C:32]1[CH:37]=[CH:36][CH:35]=[C:34]([F:38])[CH:33]=1)[NH:10][C:11]1[C:16]([C:17]#[C:18][C:19]2[N:24]=[C:23]([CH2:25]O)[CH:22]=[CH:21][CH:20]=2)=[CH:15][N:14]=[CH:13][N:12]=1.[NH2:39][CH2:40][CH2:41][C:42]#[N:43].O. Product: [Cl:6][C:7]1[CH:8]=[C:9]([CH:27]=[CH:28][C:29]=1[O:30][CH2:31][C:32]1[CH:37]=[CH:36][CH:35]=[C:34]([F:38])[CH:33]=1)[NH:10][C:11]1[C:16]([C:17]#[C:18][C:19]2[N:24]=[C:23]([CH2:25][NH:43][CH2:42][CH2:41][C:40]#[N:39])[CH:22]=[CH:21][CH:20]=2)=[CH:15][N:14]=[CH:13][N:12]=1. The catalyst class is: 2. (3) Reactant: Cl[C:2]1[N:7]=[C:6]([N:8]([CH2:14][C:15]2[C:20]([CH3:21])=[C:19]([O:22][CH3:23])[C:18]([CH3:24])=[CH:17][N:16]=2)[CH2:9][C:10]([O:12][CH3:13])=[O:11])[C:5]([N+:25]([O-:27])=[O:26])=[C:4]([CH3:28])[N:3]=1.[NH3:29]. Product: [NH2:29][C:2]1[N:7]=[C:6]([N:8]([CH2:14][C:15]2[C:20]([CH3:21])=[C:19]([O:22][CH3:23])[C:18]([CH3:24])=[CH:17][N:16]=2)[CH2:9][C:10]([O:12][CH3:13])=[O:11])[C:5]([N+:25]([O-:27])=[O:26])=[C:4]([CH3:28])[N:3]=1. The catalyst class is: 1. (4) Reactant: [CH:1]([C:3]1[C:11]2[O:10][N:9]=[C:8]([CH2:12][CH2:13][CH:14]3[CH2:19][CH2:18][N:17]([C:20]([O:22][C:23]([CH3:26])([CH3:25])[CH3:24])=[O:21])[CH2:16][CH2:15]3)[C:7]=2[CH:6]=[CH:5][C:4]=1[O:27][C:28]1[CH:33]=[CH:32][CH:31]=[CH:30][N:29]=1)=O.[CH3:34][NH:35][CH3:36].C(O[BH-](OC(=O)C)OC(=O)C)(=O)C.[Na+].C(=O)(O)[O-].[Na+].C(=O)([O-])[O-].[Na+].[Na+]. Product: [CH3:34][N:35]([CH2:1][C:3]1[C:11]2[O:10][N:9]=[C:8]([CH2:12][CH2:13][CH:14]3[CH2:19][CH2:18][N:17]([C:20]([O:22][C:23]([CH3:26])([CH3:24])[CH3:25])=[O:21])[CH2:16][CH2:15]3)[C:7]=2[CH:6]=[CH:5][C:4]=1[O:27][C:28]1[CH:33]=[CH:32][CH:31]=[CH:30][N:29]=1)[CH3:36]. The catalyst class is: 322. (5) Reactant: [CH3:1][C:2]1[C:3]([CH2:9][N:10]([CH2:16][C:17]2[C:22]([CH:23]([CH3:25])[CH3:24])=[CH:21][CH:20]=[CH:19][N:18]=2)[CH2:11][CH2:12][CH2:13][CH2:14][NH2:15])=[N:4][CH:5]=[C:6]([CH3:8])[CH:7]=1.Cl[CH2:27][CH2:28][N:29]=[C:30]=[O:31].[H-].[Na+]. Product: [CH3:1][C:2]1[C:3]([CH2:9][N:10]([CH2:16][C:17]2[C:22]([CH:23]([CH3:25])[CH3:24])=[CH:21][CH:20]=[CH:19][N:18]=2)[CH2:11][CH2:12][CH2:13][CH2:14][N:15]2[CH2:27][CH2:28][NH:29][C:30]2=[O:31])=[N:4][CH:5]=[C:6]([CH3:8])[CH:7]=1. The catalyst class is: 168.